Dataset: Catalyst prediction with 721,799 reactions and 888 catalyst types from USPTO. Task: Predict which catalyst facilitates the given reaction. (1) Reactant: Br[C:2]1[CH:3]=[CH:4][C:5]2[C:6](=[C:16]3[CH2:22][CH:21]4[N:23]([C:24](=[O:29])[C:25]([F:28])([F:27])[F:26])[CH:18]([CH2:19][CH2:20]4)[CH2:17]3)[C:7]3[C:12]([O:13][C:14]=2[CH:15]=1)=[CH:11][CH:10]=[CH:9][CH:8]=3.[C:30]([Cu])#[N:31].O. Product: [F:27][C:25]([F:26])([F:28])[C:24]([N:23]1[CH:21]2[CH2:20][CH2:19][CH:18]1[CH2:17][C:16](=[C:6]1[C:5]3[CH:4]=[CH:3][C:2]([C:30]#[N:31])=[CH:15][C:14]=3[O:13][C:12]3[C:7]1=[CH:8][CH:9]=[CH:10][CH:11]=3)[CH2:22]2)=[O:29]. The catalyst class is: 3. (2) Reactant: [O:1]1[CH:5]=[CH:4][CH:3]=[C:2]1[C:6]([OH:8])=O.CCN=C=NCCCN(C)C.C1C=CC2N(O)N=NC=2C=1.[NH2:30][C:31]12[C:48](=[O:49])[C:47]3[C:42](=[CH:43][CH:44]=[CH:45][CH:46]=3)[C:32]1([OH:50])[O:33][C:34]1[C:39]([CH2:40][CH3:41])=[CH:38][CH:37]=[CH:36][C:35]=12. Product: [CH2:40]([C:39]1[C:34]2[O:33][C:32]3([OH:50])[C:42]4[C:47]([C:48](=[O:49])[C:31]3([NH:30][C:6]([C:2]3[O:1][CH:5]=[CH:4][CH:3]=3)=[O:8])[C:35]=2[CH:36]=[CH:37][CH:38]=1)=[CH:46][CH:45]=[CH:44][CH:43]=4)[CH3:41]. The catalyst class is: 2.